This data is from Full USPTO retrosynthesis dataset with 1.9M reactions from patents (1976-2016). The task is: Predict the reactants needed to synthesize the given product. (1) Given the product [Cl:1][C:2]1[CH:3]=[C:4]([CH2:9][C:10]([O:14][CH3:12])=[O:15])[CH:5]=[C:6]([Cl:8])[CH:7]=1, predict the reactants needed to synthesize it. The reactants are: [Cl:1][C:2]1[CH:3]=[C:4]([CH2:9][C:10]#N)[CH:5]=[C:6]([Cl:8])[CH:7]=1.[CH2:12]([OH:14])C.[OH-:15].[K+]. (2) The reactants are: [Br:1][C:2]1[CH:7]=[CH:6][C:5]([N:8]2[C:12](C(O)=O)=[C:11]([CH2:16][CH3:17])[N:10]=[N:9]2)=[CH:4][CH:3]=1.C([N:20]([CH2:23]C)CC)C.C1(P(N=[N+]=[N-])(C2C=CC=CC=2)=[O:32])C=CC=CC=1.[F:42][C:43]([F:54])([F:53])[C:44]1[CH:45]=[C:46]([C@H:50]([OH:52])[CH3:51])[CH:47]=[CH:48][CH:49]=1. Given the product [F:42][C:43]([F:53])([F:54])[C:44]1[CH:45]=[C:46]([C@H:50]([O:52][C:23](=[O:32])[NH:20][C:12]2[N:8]([C:5]3[CH:4]=[CH:3][C:2]([Br:1])=[CH:7][CH:6]=3)[N:9]=[N:10][C:11]=2[CH2:16][CH3:17])[CH3:51])[CH:47]=[CH:48][CH:49]=1, predict the reactants needed to synthesize it.